From a dataset of Reaction yield outcomes from USPTO patents with 853,638 reactions. Predict the reaction yield, written as a fraction of the theoretical maximum amount of product (1.0 means a 100% yield; for example, 0.34 means a 34% yield). (1) The product is [Br:1][C:2]1[CH:3]=[CH:4][C:5]2=[C:6]([CH:19]=1)[N:7]([CH3:22])[C:8](=[O:18])[CH2:9][N:10]=[C:11]2[C:12]1[CH:17]=[CH:16][CH:15]=[CH:14][CH:13]=1. The yield is 0.600. The reactants are [Br:1][C:2]1[CH:3]=[CH:4][C:5]2=[C:6]([CH:19]=1)[NH:7][C:8](=[O:18])[CH2:9][N:10]=[C:11]2[C:12]1[CH:17]=[CH:16][CH:15]=[CH:14][CH:13]=1.[H-].[Na+].[CH3:22]I. The catalyst is CN(C=O)C. (2) The reactants are [N+:1]([C:4]1[CH:10]=[CH:9][C:7]([NH2:8])=[CH:6][CH:5]=1)([O-:3])=[O:2].[Br:11]Br. The catalyst is CC(O)=O. The product is [Br:11][C:9]1[CH:10]=[C:4]([N+:1]([O-:3])=[O:2])[CH:5]=[CH:6][C:7]=1[NH2:8]. The yield is 0.800. (3) The reactants are [F-].C([N+](CCCC)(CCCC)CCCC)CCC.[C:19]([O:23][C:24]([N:26]1[C@@H:31]([CH:32]=[O:33])[CH2:30][O:29][C@@H:28]([O:34][CH2:35][C:36]([CH3:39])([CH3:38])[CH3:37])[CH2:27]1)=[O:25])([CH3:22])([CH3:21])[CH3:20].[F:40][C:41]1[CH:46]=[C:45]([CH2:47][CH2:48][N+:49]([O-:51])=[O:50])[CH:44]=[C:43]([F:52])[CH:42]=1. The catalyst is O1CCCC1. The product is [C:19]([O:23][C:24]([N:26]1[C@@H:31]([C@@H:32]([OH:33])[C@@H:48]([N+:49]([O-:51])=[O:50])[CH2:47][C:45]2[CH:46]=[C:41]([F:40])[CH:42]=[C:43]([F:52])[CH:44]=2)[CH2:30][O:29][C@@H:28]([O:34][CH2:35][C:36]([CH3:39])([CH3:38])[CH3:37])[CH2:27]1)=[O:25])([CH3:22])([CH3:21])[CH3:20]. The yield is 0.340.